This data is from NCI-60 drug combinations with 297,098 pairs across 59 cell lines. The task is: Regression. Given two drug SMILES strings and cell line genomic features, predict the synergy score measuring deviation from expected non-interaction effect. (1) Drug 1: CC1=CC=C(C=C1)C2=CC(=NN2C3=CC=C(C=C3)S(=O)(=O)N)C(F)(F)F. Drug 2: CC1C(C(CC(O1)OC2CC(CC3=C2C(=C4C(=C3O)C(=O)C5=C(C4=O)C(=CC=C5)OC)O)(C(=O)CO)O)N)O.Cl. Cell line: CCRF-CEM. Synergy scores: CSS=40.8, Synergy_ZIP=1.79, Synergy_Bliss=1.60, Synergy_Loewe=-24.5, Synergy_HSA=0.747. (2) Drug 1: CC12CCC(CC1=CCC3C2CCC4(C3CC=C4C5=CN=CC=C5)C)O. Drug 2: CCC1=CC2CC(C3=C(CN(C2)C1)C4=CC=CC=C4N3)(C5=C(C=C6C(=C5)C78CCN9C7C(C=CC9)(C(C(C8N6C)(C(=O)OC)O)OC(=O)C)CC)OC)C(=O)OC.C(C(C(=O)O)O)(C(=O)O)O. Cell line: SNB-75. Synergy scores: CSS=36.1, Synergy_ZIP=8.24, Synergy_Bliss=6.62, Synergy_Loewe=-16.9, Synergy_HSA=6.45.